Task: Predict the product of the given reaction.. Dataset: Forward reaction prediction with 1.9M reactions from USPTO patents (1976-2016) (1) Given the reactants [NH2:1][C:2]1[CH:3]=[C:4]([C:8]2[C:16]([C:17]3[CH:22]=[CH:21][N:20]=[C:19]([NH:23][C:24]4[CH:29]=[CH:28][CH:27]=[C:26]([CH2:30][N:31]([CH3:33])[CH3:32])[CH:25]=4)[N:18]=3)=[C:11]3[CH:12]=[CH:13][CH:14]=[CH:15][N:10]3[N:9]=2)[CH:5]=[CH:6][CH:7]=1.[S:34]1[CH:38]=[CH:37][CH:36]=[C:35]1[CH2:39][C:40](Cl)=[O:41], predict the reaction product. The product is: [CH3:32][N:31]([CH2:30][C:26]1[CH:25]=[C:24]([NH:23][C:19]2[N:18]=[C:17]([C:16]3[C:8]([C:4]4[CH:3]=[C:2]([NH:1][C:40](=[O:41])[CH2:39][C:35]5[S:34][CH:38]=[CH:37][CH:36]=5)[CH:7]=[CH:6][CH:5]=4)=[N:9][N:10]4[CH:15]=[CH:14][CH:13]=[CH:12][C:11]=34)[CH:22]=[CH:21][N:20]=2)[CH:29]=[CH:28][CH:27]=1)[CH3:33]. (2) Given the reactants [NH3:1].[CH2:2]([O:4][CH:5]([O:7][CH:8]1[CH2:20][CH2:19][C:18]([O:22][CH:23]([O:25][CH2:26][CH3:27])[CH3:24])([CH3:21])[CH:17]([O:28][C:29]2C=CC([N+]([O-])=O)=CC=2)[CH:16]=[CH:15][CH:14]([CH3:38])[CH:13](/[C:39](/[CH3:60])=[CH:40]/[CH:41]=[CH:42]/[CH:43]([CH3:59])[CH2:44][CH:45]2[O:58][CH:46]2[CH:47]([CH3:57])[CH:48]([O:51][CH:52]([O:54][CH2:55][CH3:56])[CH3:53])[CH2:49][CH3:50])[O:12][C:10](=[O:11])[CH:9]1C(O)=O)[CH3:6])[CH3:3].C(OCC)(=O)C.[OH2:70], predict the reaction product. The product is: [C:29]([O:28][CH:17]1[C:18]([O:22][CH:23]([O:25][CH2:26][CH3:27])[CH3:24])([CH3:21])[CH2:19][CH2:20][CH:8]([O:7][CH:5]([O:4][CH2:2][CH3:3])[CH3:6])[CH2:9][C:10]([O:12][CH:13](/[C:39](/[CH3:60])=[CH:40]/[CH:41]=[CH:42]/[CH:43]([CH3:59])[CH2:44][CH:45]2[O:58][CH:46]2[CH:47]([CH3:57])[CH:48]([O:51][CH:52]([O:54][CH2:55][CH3:56])[CH3:53])[CH2:49][CH3:50])[CH:14]([CH3:38])[CH:15]=[CH:16]1)=[O:11])(=[O:70])[NH2:1]. (3) Given the reactants [Br:1][C:2]1[CH:7]=[CH:6][C:5]([CH2:8]Br)=[C:4]([C:10]([F:13])([F:12])[F:11])[CH:3]=1.[C-:14]#[N:15].[K+], predict the reaction product. The product is: [Br:1][C:2]1[CH:7]=[CH:6][C:5]([CH2:8][C:14]#[N:15])=[C:4]([C:10]([F:13])([F:12])[F:11])[CH:3]=1. (4) Given the reactants [CH2:1]([O:5][CH2:6][CH2:7][O:8][C:9]1[CH:14]=[CH:13][C:12]([C:15]2[CH:16]=[CH:17][C:18]3[N:25]([CH2:26][CH:27]([CH3:29])[CH3:28])[CH2:24][CH2:23][CH2:22][C:21]([C:30]([NH:32][C:33]4[CH:38]=[CH:37][C:36]([S:39][CH2:40][C:41]5[N:42]([CH2:46][CH2:47][CH2:48][C:49]([O:51][CH2:52][CH3:53])=[O:50])[CH:43]=[CH:44][N:45]=5)=[CH:35][CH:34]=4)=[O:31])=[CH:20][C:19]=3[CH:54]=2)=[CH:11][CH:10]=1)[CH2:2][CH2:3][CH3:4].ClC1C=CC=C(C(OO)=[O:63])C=1, predict the reaction product. The product is: [CH2:1]([O:5][CH2:6][CH2:7][O:8][C:9]1[CH:10]=[CH:11][C:12]([C:15]2[CH:16]=[CH:17][C:18]3[N:25]([CH2:26][CH:27]([CH3:28])[CH3:29])[CH2:24][CH2:23][CH2:22][C:21]([C:30]([NH:32][C:33]4[CH:34]=[CH:35][C:36]([S:39]([CH2:40][C:41]5[N:42]([CH2:46][CH2:47][CH2:48][C:49]([O:51][CH2:52][CH3:53])=[O:50])[CH:43]=[CH:44][N:45]=5)=[O:63])=[CH:37][CH:38]=4)=[O:31])=[CH:20][C:19]=3[CH:54]=2)=[CH:13][CH:14]=1)[CH2:2][CH2:3][CH3:4]. (5) The product is: [Cl:1][C:2]1[C:3]([O:29][C:20]2[C:19]([F:18])=[CH:28][C:23]3[B:24]([OH:27])[O:25][CH2:26][C:22]=3[CH:21]=2)=[N:4][C:5]([O:10][CH2:11][CH2:12][O:13][CH:14]([CH3:16])[CH3:15])=[C:6]([CH:9]=1)[C:7]#[N:8]. Given the reactants [Cl:1][C:2]1[C:3](Cl)=[N:4][C:5]([O:10][CH2:11][CH2:12][O:13][CH:14]([CH3:16])[CH3:15])=[C:6]([CH:9]=1)[C:7]#[N:8].[F:18][C:19]1[C:20]([OH:29])=[CH:21][C:22]2[CH2:26][O:25][B:24]([OH:27])[C:23]=2[CH:28]=1, predict the reaction product. (6) Given the reactants [CH2:1]([N:8]([CH2:23][C:24]1[CH:29]=[CH:28][CH:27]=[CH:26][CH:25]=1)[C@@H:9]([CH2:12][C:13]1[CH:18]=[CH:17][C:16]([C:19]([F:22])([F:21])[F:20])=[CH:15][CH:14]=1)[CH:10]=[O:11])[C:2]1[CH:7]=[CH:6][CH:5]=[CH:4][CH:3]=1.[CH3:30][Mg]Br.[Cl-].[NH4+], predict the reaction product. The product is: [CH2:23]([N:8]([CH2:1][C:2]1[CH:7]=[CH:6][CH:5]=[CH:4][CH:3]=1)[C@@H:9]([CH2:12][C:13]1[CH:18]=[CH:17][C:16]([C:19]([F:22])([F:21])[F:20])=[CH:15][CH:14]=1)[C@H:10]([OH:11])[CH3:30])[C:24]1[CH:25]=[CH:26][CH:27]=[CH:28][CH:29]=1.